Dataset: Forward reaction prediction with 1.9M reactions from USPTO patents (1976-2016). Task: Predict the product of the given reaction. (1) Given the reactants [C:1]([O:5][C:6]([NH:8][CH2:9][C:10]1[CH:11]=[C:12]([C:16]2[CH:21]=[C:20]([C:22](=O)[NH2:23])[CH:19]=[C:18]([O:25][C:26]3[N:31]=[C:30]([O:32][C@H:33]([CH2:41][CH3:42])[C:34]([O:36][C:37]([CH3:40])([CH3:39])[CH3:38])=[O:35])[C:29]([F:43])=[CH:28][C:27]=3[F:44])[CH:17]=2)[CH:13]=[CH:14][CH:15]=1)=[O:7])([CH3:4])([CH3:3])[CH3:2].COC1C=CC(P2(SP(C3C=CC(OC)=CC=3)(=S)S2)=[S:54])=CC=1, predict the reaction product. The product is: [C:1]([O:5][C:6]([NH:8][CH2:9][C:10]1[CH:11]=[C:12]([C:16]2[CH:21]=[C:20]([C:22](=[S:54])[NH2:23])[CH:19]=[C:18]([O:25][C:26]3[N:31]=[C:30]([O:32][C@H:33]([CH2:41][CH3:42])[C:34]([O:36][C:37]([CH3:40])([CH3:39])[CH3:38])=[O:35])[C:29]([F:43])=[CH:28][C:27]=3[F:44])[CH:17]=2)[CH:13]=[CH:14][CH:15]=1)=[O:7])([CH3:4])([CH3:3])[CH3:2]. (2) The product is: [Br:1][C:2]1[CH:3]=[C:4]2[N:10]([CH2:43][O:42][CH2:41][CH2:40][Si:37]([CH3:39])([CH3:38])[CH3:36])[C:9]([C:11]3[CH:16]=[CH:15][N:14]=[C:13]([N:17]([CH2:49][O:48][CH2:47][CH2:46][Si:37]([CH3:39])([CH3:38])[CH3:36])[C:18](=[O:20])[CH3:19])[CH:12]=3)=[C:8]([C:21]3[CH:26]=[CH:25][C:24]([O:27][CH3:28])=[CH:23][N:22]=3)[C:5]2=[N:6][CH:7]=1. Given the reactants [Br:1][C:2]1[CH:3]=[C:4]2[NH:10][C:9]([C:11]3[CH:16]=[CH:15][N:14]=[C:13]([NH:17][C:18](=[O:20])[CH3:19])[CH:12]=3)=[C:8]([C:21]3[CH:26]=[CH:25][C:24]([O:27][CH3:28])=[CH:23][N:22]=3)[C:5]2=[N:6][CH:7]=1.CN(C=O)C.[H-].[Na+].[CH3:36][Si:37]([CH2:40][CH2:41][O:42][CH2:43]Cl)([CH3:39])[CH3:38].C1[CH2:49][O:48][CH2:47][CH2:46]1, predict the reaction product. (3) Given the reactants [N:1]([CH2:4][CH2:5][CH2:6][C:7]1([C:29]2[CH:34]=[CH:33][CH:32]=[CH:31][CH:30]=2)[N:11]([C:12]2[S:13][C:14]3[CH2:15][NH:16][CH2:17][CH2:18][C:19]=3[N:20]=2)[N:10]=[C:9]([C:21]2[CH:26]=[C:25]([F:27])[CH:24]=[CH:23][C:22]=2[F:28])[S:8]1)=[N+]=[N-].Cl.CO, predict the reaction product. The product is: [F:28][C:22]1[CH:23]=[CH:24][C:25]([F:27])=[CH:26][C:21]=1[C:9]1[S:8][C:7]([CH2:6][CH2:5][CH2:4][NH2:1])([C:29]2[CH:34]=[CH:33][CH:32]=[CH:31][CH:30]=2)[N:11]([C:12]2[S:13][C:14]3[CH2:15][NH:16][CH2:17][CH2:18][C:19]=3[N:20]=2)[N:10]=1. (4) Given the reactants C([O:3][C:4](=[O:21])[C:5]1[CH:10]=[CH:9][C:8]([NH:11][C:12](=[O:20])[C:13]2[CH:18]=[CH:17][C:16]([F:19])=[CH:15][CH:14]=2)=[CH:7][CH:6]=1)C.O.[OH-].[Na+], predict the reaction product. The product is: [F:19][C:16]1[CH:17]=[CH:18][C:13]([C:12]([NH:11][C:8]2[CH:9]=[CH:10][C:5]([C:4]([OH:21])=[O:3])=[CH:6][CH:7]=2)=[O:20])=[CH:14][CH:15]=1. (5) The product is: [Cl:10][C:8]1[CH:9]=[C:2]([Cl:1])[CH:3]=[C:4]([O:11][CH3:12])[C:5]=1[CH:6]=[O:7]. Given the reactants [Cl:1][C:2]1[CH:3]=[C:4]([OH:11])[C:5](=[C:8]([Cl:10])[CH:9]=1)[CH:6]=[O:7].[C:12]([O-])([O-])=O.[K+].[K+].IC, predict the reaction product.